This data is from Full USPTO retrosynthesis dataset with 1.9M reactions from patents (1976-2016). The task is: Predict the reactants needed to synthesize the given product. Given the product [Br:23][CH2:16][C:14]([C:11]1[C:12]([F:13])=[C:6]2[O:5][C:4]([CH:1]3[CH2:3][CH2:2]3)=[N:8][C:7]2=[C:9]([C:20]#[N:21])[C:10]=1[CH3:19])=[O:15], predict the reactants needed to synthesize it. The reactants are: [CH:1]1([C:4]2[O:5][C:6]3[C:7](=[C:9]([C:20]#[N:21])[C:10]([CH3:19])=[C:11]([C:14]([O:16]CC)=[CH2:15])[C:12]=3[F:13])[N:8]=2)[CH2:3][CH2:2]1.O.[Br:23]N1C(=O)CCC1=O.